Dataset: Catalyst prediction with 721,799 reactions and 888 catalyst types from USPTO. Task: Predict which catalyst facilitates the given reaction. (1) Reactant: [OH:1][C:2]1[CH:7]=[C:6]([O:8][CH3:9])[CH:5]=[CH:4][C:3]=1[C:10]([C:12]1[CH:17]=[CH:16][C:15]([O:18][CH2:19][C:20]2[N:21]=[C:22]([C:26]3[CH:31]=[CH:30][CH:29]=[CH:28][CH:27]=3)[O:23][C:24]=2[CH3:25])=[CH:14][CH:13]=1)=[O:11].Br[CH:33]([CH:39]([CH3:41])[CH3:40])[C:34]([O:36]CC)=[O:35].C(=O)([O-])[O-].[K+].[K+].CN(C)C=O. Product: [CH3:9][O:8][C:6]1[CH:5]=[CH:4][C:3]([C:10](=[O:11])[C:12]2[CH:13]=[CH:14][C:15]([O:18][CH2:19][C:20]3[N:21]=[C:22]([C:26]4[CH:27]=[CH:28][CH:29]=[CH:30][CH:31]=4)[O:23][C:24]=3[CH3:25])=[CH:16][CH:17]=2)=[C:2]([CH:7]=1)[O:1][CH:33]([CH:39]([CH3:41])[CH3:40])[C:34]([OH:36])=[O:35]. The catalyst class is: 6. (2) Reactant: [CH:1]1[C:13]2[NH:12][C:11]3[C:6](=[CH:7][CH:8]=[CH:9][CH:10]=3)[C:5]=2[CH:4]=[CH:3][CH:2]=1.[H-].[Na+].[H][H].Br[C:19]1[N:20]=[C:21](Cl)[C:22]2[S:27][C:26]3[CH:28]=[CH:29][CH:30]=[CH:31][C:25]=3[C:23]=2[N:24]=1. Product: [CH:10]1[C:11]2[N:12]([C:19]3[N:20]=[C:21]([N:12]4[C:13]5[CH:1]=[CH:2][CH:3]=[CH:4][C:5]=5[C:6]5[C:11]4=[CH:10][CH:9]=[CH:8][CH:7]=5)[C:22]4[S:27][C:26]5[CH:28]=[CH:29][CH:30]=[CH:31][C:25]=5[C:23]=4[N:24]=3)[C:13]3[C:5](=[CH:4][CH:3]=[CH:2][CH:1]=3)[C:6]=2[CH:7]=[CH:8][CH:9]=1. The catalyst class is: 3. (3) Reactant: [I:1][C:2]1[CH:6]=[C:5]([CH:7]2[CH2:12][CH2:11][N:10]([C:13]([O:15][C:16]([CH3:19])([CH3:18])[CH3:17])=[O:14])[CH2:9][CH2:8]2)[NH:4][N:3]=1.Br[CH:21]1[CH2:25][CH2:24][CH2:23][CH2:22]1.C(=O)([O-])[O-].[Cs+].[Cs+].C(OCC)(=O)C. Product: [CH:21]1([N:4]2[C:5]([CH:7]3[CH2:8][CH2:9][N:10]([C:13]([O:15][C:16]([CH3:19])([CH3:18])[CH3:17])=[O:14])[CH2:11][CH2:12]3)=[CH:6][C:2]([I:1])=[N:3]2)[CH2:25][CH2:24][CH2:23][CH2:22]1. The catalyst class is: 9. (4) Reactant: Br[C:2]1[CH:10]=[C:9](Br)[CH:8]=[C:7]2[C:3]=1[C:4]([CH2:17][CH2:18][C:19]([O:21][CH2:22][CH3:23])=[O:20])=[C:5]([C:12]([O:14][CH2:15][CH3:16])=[O:13])[NH:6]2.[C:24]1(B(O)O)[CH:29]=[CH:28][CH:27]=[CH:26][CH:25]=1.O.O.O.P([O-])([O-])([O-])=O.[K+].[K+].[K+]. Product: [C:24]1([C:2]2[CH:10]=[C:9]([C:2]3[CH:10]=[CH:9][CH:8]=[CH:7][CH:3]=3)[CH:8]=[C:7]3[C:3]=2[C:4]([CH2:17][CH2:18][C:19]([O:21][CH2:22][CH3:23])=[O:20])=[C:5]([C:12]([O:14][CH2:15][CH3:16])=[O:13])[NH:6]3)[CH:29]=[CH:28][CH:27]=[CH:26][CH:25]=1. The catalyst class is: 658. (5) Reactant: C1C(=O)N([I:8])C(=O)C1.C(O)(C(F)(F)F)=O.[NH:16]1[C:20]([C:21]([O:23][CH2:24][CH3:25])=[O:22])=[CH:19][CH:18]=[N:17]1. Product: [I:8][C:19]1[C:20]([C:21]([O:23][CH2:24][CH3:25])=[O:22])=[N:16][NH:17][CH:18]=1. The catalyst class is: 23. (6) Reactant: [CH3:1][C:2]1[C:11]([CH2:12][CH2:13][C:14]#[N:15])=[CH:10][C:9]2[C:4](=[N:5][CH:6]=[CH:7][CH:8]=2)[N:3]=1.[H][H]. Product: [CH3:1][C:2]1[C:11]([CH2:12][CH2:13][C:14]#[N:15])=[CH:10][C:9]2[CH2:8][CH2:7][CH2:6][NH:5][C:4]=2[N:3]=1. The catalyst class is: 63. (7) Reactant: C(OC(=O)[NH:7][C:8]1[CH:12]=[CH:11][S:10][C:9]=1[C:13]1[CH:18]=[CH:17][C:16]([Br:19])=[CH:15][CH:14]=1)(C)(C)C.Cl.CC(O)C.[OH-].[Na+]. Product: [Br:19][C:16]1[CH:17]=[CH:18][C:13]([C:9]2[S:10][CH:11]=[CH:12][C:8]=2[NH2:7])=[CH:14][CH:15]=1. The catalyst class is: 25. (8) Reactant: [OH:1][C:2]1[CH:11]=[C:10]2[C:5]([CH:6]=[CH:7][CH:8]=[N:9]2)=[CH:4][CH:3]=1.S(O[CH2:17][CH2:18][F:19])(C)(=O)=O.C([O-])([O-])=O.[K+].[K+]. Product: [F:19][CH2:18][CH2:17][O:1][C:2]1[CH:11]=[C:10]2[C:5]([CH:6]=[CH:7][CH:8]=[N:9]2)=[CH:4][CH:3]=1. The catalyst class is: 3. (9) Reactant: [OH:1][CH2:2][CH2:3][N:4]1[CH2:9][CH2:8][CH2:7][CH:6]([N:10]2[C:21]3=[C:22]4[C:17](=[CH:18][CH:19]=[CH:20]3)[CH:16]=[N:15][CH:14]=[C:13]4[CH2:12][CH2:11]2)[CH2:5]1.C(N(CC)C(C)C)(C)C.[C:32](O[C:32](=[O:37])[C:33]([CH3:36])([CH3:35])[CH3:34])(=[O:37])[C:33]([CH3:36])([CH3:35])[CH3:34]. Product: [C:32]([O:1][CH2:2][CH2:3][N:4]1[CH2:9][CH2:8][CH2:7][CH:6]([N:10]2[C:21]3=[C:22]4[C:17](=[CH:18][CH:19]=[CH:20]3)[CH:16]=[N:15][CH:14]=[C:13]4[CH2:12][CH2:11]2)[CH2:5]1)(=[O:37])[C:33]([CH3:36])([CH3:35])[CH3:34]. The catalyst class is: 4. (10) Reactant: Cl[C:2]1[N:3]=[N+:4]([O-:12])[C:5]2[CH:11]=[CH:10][CH:9]=[CH:8][C:6]=2[N:7]=1.[CH3:13][O:14][CH2:15][CH2:16][NH2:17]. Product: [CH3:13][O:14][CH2:15][CH2:16][NH:17][C:2]1[N:3]=[N+:4]([O-:12])[C:5]2[CH:11]=[CH:10][CH:9]=[CH:8][C:6]=2[N:7]=1. The catalyst class is: 57.